Predict the product of the given reaction. From a dataset of Forward reaction prediction with 1.9M reactions from USPTO patents (1976-2016). (1) Given the reactants [CH2:1]([O:8][C:9]1[C:13]([C:14]([O:16]CC)=[O:15])=[C:12]([Br:19])[N:11]([CH:20]([CH3:22])[CH3:21])[N:10]=1)[C:2]1[CH:7]=[CH:6][CH:5]=[CH:4][CH:3]=1.[OH-].[Na+].Cl, predict the reaction product. The product is: [CH2:1]([O:8][C:9]1[C:13]([C:14]([OH:16])=[O:15])=[C:12]([Br:19])[N:11]([CH:20]([CH3:22])[CH3:21])[N:10]=1)[C:2]1[CH:3]=[CH:4][CH:5]=[CH:6][CH:7]=1. (2) Given the reactants [C:1]([CH:3]1[CH2:8][CH2:7][N:6]([C:9]([O:11][C:12]([CH3:15])([CH3:14])[CH3:13])=[O:10])[CH2:5][CH2:4]1)#[N:2].C([N-]C(C)C)(C)C.[Li+].Br[CH2:25][C:26]1[CH:35]=[CH:34][C:29]([C:30]([O:32][CH3:33])=[O:31])=[CH:28][CH:27]=1, predict the reaction product. The product is: [C:1]([C:3]1([CH2:25][C:26]2[CH:27]=[CH:28][C:29]([C:30]([O:32][CH3:33])=[O:31])=[CH:34][CH:35]=2)[CH2:8][CH2:7][N:6]([C:9]([O:11][C:12]([CH3:15])([CH3:14])[CH3:13])=[O:10])[CH2:5][CH2:4]1)#[N:2].